Task: Predict the reactants needed to synthesize the given product.. Dataset: Full USPTO retrosynthesis dataset with 1.9M reactions from patents (1976-2016) (1) Given the product [NH2:1][C:2]1[N:7]=[C:6]([C:8]([F:11])([F:10])[F:9])[C:5]([C:12]2[CH:17]=[C:16]([N:18]3[C@@H:22]4[CH2:23][CH2:24][C@@H:25]([OH:26])[C@@H:21]4[O:20][C:19]3=[O:34])[N:15]=[C:14]([N:35]3[CH2:40][CH2:39][O:38][CH2:37][CH2:36]3)[N:13]=2)=[CH:4][N:3]=1, predict the reactants needed to synthesize it. The reactants are: [NH2:1][C:2]1[N:7]=[C:6]([C:8]([F:11])([F:10])[F:9])[C:5]([C:12]2[CH:17]=[C:16]([N:18]3[C@@H:22]4[CH2:23][CH2:24][C@@H:25]([O:26][Si](C(C)(C)C)(C)C)[C@@H:21]4[O:20][C:19]3=[O:34])[N:15]=[C:14]([N:35]3[CH2:40][CH2:39][O:38][CH2:37][CH2:36]3)[N:13]=2)=[CH:4][N:3]=1.CCCC[N+](CCCC)(CCCC)CCCC.[F-]. (2) Given the product [CH3:1][N:2]([CH:3]1[C:12]2[C:7](=[CH:8][CH:9]=[CH:10][CH:11]=2)[CH2:6][CH2:5][CH:4]1[CH3:13])[C:41]([C:39]1[N:40]=[C:36]([CH:33]2[CH2:34][CH2:35][N:30]([C:28](=[O:29])[CH2:27][N:26]3[C:22]([CH3:21])=[CH:23][C:24]([C:44]([F:45])([F:47])[F:46])=[N:25]3)[CH2:31][CH2:32]2)[S:37][CH:38]=1)=[O:42], predict the reactants needed to synthesize it. The reactants are: [CH3:1][NH:2][CH:3]1[C:12]2[C:7](=[CH:8][CH:9]=[CH:10][CH:11]=2)[CH2:6][CH2:5][CH:4]1[CH3:13].C(N(CC)CC)C.[CH3:21][C:22]1[N:26]([CH2:27][C:28]([N:30]2[CH2:35][CH2:34][CH:33]([C:36]3[S:37][CH:38]=[C:39]([C:41](Cl)=[O:42])[N:40]=3)[CH2:32][CH2:31]2)=[O:29])[N:25]=[C:24]([C:44]([F:47])([F:46])[F:45])[CH:23]=1. (3) Given the product [OH:28][C@@H:16]1[CH2:17][CH:18]2[C@:23]([CH3:24])([CH2:22][CH2:21][C:20](=[O:49])[CH2:19]2)[C@@H:25]2[C@@H:15]1[C@H:6]1[C@@:4]([CH2:27][CH2:26]2)([CH3:5])[C:3](=[O:12])[CH2:8][CH2:7]1, predict the reactants needed to synthesize it. The reactants are: C1CO[C:8]23OCC[O:12][C:3]2([C@:4]2([CH2:27][CH2:26][C@H:25]4[C@@H:15]([C@H:16]([OH:28])[CH2:17][CH:18]5[C@:23]4([CH3:24])[CH2:22][CH2:21][CH2:20][CH2:19]5)[C@@H:6]2[CH2:7]3)[CH3:5])O1.C([C@@H]1C2[C@](C)(CCC(=[O:49])C2)[C@@H]2[C@H]([C@H]3[C@@](CC2)(C)C(=O)CC3)C1)#N. (4) Given the product [CH3:1][C:2]1([CH3:10])[O:7][C:6](=[O:8])[C:5](=[CH:11][NH:24][C:20]2[C:19]([CH3:18])=[CH:23][S:22][CH:21]=2)[C:4](=[O:9])[O:3]1, predict the reactants needed to synthesize it. The reactants are: [CH3:1][C:2]1([CH3:10])[O:7][C:6](=[O:8])[CH2:5][C:4](=[O:9])[O:3]1.[CH3:11]OC(OC)OC.[CH3:18][C:19]1[C:20]([NH2:24])=[CH:21][S:22][CH:23]=1. (5) Given the product [F:21][C:18]1[CH:17]=[CH:16][C:15]([CH2:14][C:13]2[CH:7]=[C:8]([O:24][CH3:25])[C:9]([O:22][CH3:23])=[C:10]([C:29](=[O:31])[CH3:30])[CH:11]=2)=[CH:20][CH:19]=1, predict the reactants needed to synthesize it. The reactants are: [Li]CCCC.Br[C:7]1C=[C:11]([CH2:13][CH2:14][C:15]2[CH:20]=[CH:19][C:18]([F:21])=[CH:17][CH:16]=2)[CH:10]=[C:9]([O:22][CH3:23])[C:8]=1[O:24][CH3:25].CON(C)[C:29](=[O:31])[CH3:30].C(=O)=O.